Task: Predict the reaction yield, written as a fraction of the theoretical maximum amount of product (1.0 means a 100% yield; for example, 0.34 means a 34% yield).. Dataset: Reaction yield outcomes from USPTO patents with 853,638 reactions The reactants are [Cl-].O[NH3+:3].[C:4](=[O:7])([O-])[OH:5].[Na+].CS(C)=O.[CH2:13]([C:17]1[N:18]([CH2:31][C:32]2[CH:37]=[CH:36][C:35]([C:38]3[C:39]([C:44]#[N:45])=[CH:40][CH:41]=[CH:42][CH:43]=3)=[CH:34][CH:33]=2)[C:19](=[O:30])[C:20]([C:24]2[CH2:29][CH2:28][CH2:27][CH2:26][CH:25]=2)=[C:21]([CH3:23])[N:22]=1)[CH2:14][CH2:15][CH3:16]. The catalyst is O. The product is [CH2:13]([C:17]1[N:18]([CH2:31][C:32]2[CH:37]=[CH:36][C:35]([C:38]3[CH:43]=[CH:42][CH:41]=[CH:40][C:39]=3[C:44]3[NH:3][C:4](=[O:7])[O:5][N:45]=3)=[CH:34][CH:33]=2)[C:19](=[O:30])[C:20]([C:24]2[CH2:29][CH2:28][CH2:27][CH2:26][CH:25]=2)=[C:21]([CH3:23])[N:22]=1)[CH2:14][CH2:15][CH3:16]. The yield is 0.490.